Task: Predict the reaction yield, written as a fraction of the theoretical maximum amount of product (1.0 means a 100% yield; for example, 0.34 means a 34% yield).. Dataset: Reaction yield outcomes from USPTO patents with 853,638 reactions (1) The reactants are [F:1][C:2]([F:26])([F:25])[C:3]1[CH:20]=[C:19]([C:21]([F:24])([F:23])[F:22])[CH:18]=[CH:17][C:4]=1[CH2:5][O:6][C:7]1[CH:14]=[CH:13][C:10]([CH:11]=O)=[CH:9][C:8]=1[O:15][CH3:16].[NH:27]=[C:28]1[N:32]([C:33]([C:35]2[CH:40]=[CH:39][CH:38]=[CH:37][CH:36]=2)=[O:34])[C:31](=[O:41])[NH:30][CH2:29]1.N1CCCCC1. The catalyst is C(O)C. The product is [F:1][C:2]([F:25])([F:26])[C:3]1[CH:20]=[C:19]([C:21]([F:24])([F:23])[F:22])[CH:18]=[CH:17][C:4]=1[CH2:5][O:6][C:7]1[CH:14]=[CH:13][C:10](/[CH:11]=[C:29]2\[NH:30][C:31](=[O:41])[N:32]([C:33]([C:35]3[CH:40]=[CH:39][CH:38]=[CH:37][CH:36]=3)=[O:34])[C:28]\2=[NH:27])=[CH:9][C:8]=1[O:15][CH3:16]. The yield is 0.0300. (2) The reactants are [NH:1]1[CH2:3][C@H:2]1[C:4]([OH:6])=[O:5].[N+:7]([C:10]1[CH:15]=[CH:14][CH:13]=[CH:12][C:11]=1[S:16](Cl)(=[O:18])=[O:17])([O-:9])=[O:8].[OH-].[Na+]. The catalyst is CC(C)=O. The product is [N+:7]([C:10]1[CH:15]=[CH:14][CH:13]=[CH:12][C:11]=1[S:16]([N@:1]1[CH2:3][CH:2]1[C:4]([OH:6])=[O:5])(=[O:18])=[O:17])([O-:9])=[O:8]. The yield is 0.930. (3) The reactants are [Br:1]P(Br)Br.O[CH:6]([C:8]1[CH:9]=[C:10]([C:25]([N:27]2[CH2:31][CH2:30][CH2:29][CH2:28]2)=[O:26])[CH:11]=[C:12]2[C:17]=1[O:16][C:15]([N:18]1[CH2:23][CH2:22][O:21][CH2:20][CH2:19]1)=[CH:14][C:13]2=[O:24])[CH3:7]. The catalyst is ClCCCl.C(OCC)C. The product is [Br:1][CH:6]([C:8]1[CH:9]=[C:10]([C:25]([N:27]2[CH2:28][CH2:29][CH2:30][CH2:31]2)=[O:26])[CH:11]=[C:12]2[C:17]=1[O:16][C:15]([N:18]1[CH2:19][CH2:20][O:21][CH2:22][CH2:23]1)=[CH:14][C:13]2=[O:24])[CH3:7]. The yield is 1.00.